From a dataset of Full USPTO retrosynthesis dataset with 1.9M reactions from patents (1976-2016). Predict the reactants needed to synthesize the given product. The reactants are: [C:1]([NH:8][CH:9]([CH2:13][CH2:14][CH3:15])C(O)=O)([O:3][C:4]([CH3:7])([CH3:6])[CH3:5])=[O:2].Cl.N([O:19][CH3:20])C.C(Cl)CCl.C1C=CC2N([OH:34])N=NC=2C=1.C[N:36]1[CH2:41]COC[CH2:37]1. Given the product [C:4]([O:3][C:1](=[O:2])[NH:8][CH2:9][CH2:13][CH2:14][CH2:15][C:41](=[O:34])[N:36]([O:19][CH3:20])[CH3:37])([CH3:5])([CH3:6])[CH3:7], predict the reactants needed to synthesize it.